From a dataset of NCI-60 drug combinations with 297,098 pairs across 59 cell lines. Regression. Given two drug SMILES strings and cell line genomic features, predict the synergy score measuring deviation from expected non-interaction effect. Drug 1: CC1=CC2C(CCC3(C2CCC3(C(=O)C)OC(=O)C)C)C4(C1=CC(=O)CC4)C. Drug 2: CC1C(C(=O)NC(C(=O)N2CCCC2C(=O)N(CC(=O)N(C(C(=O)O1)C(C)C)C)C)C(C)C)NC(=O)C3=C4C(=C(C=C3)C)OC5=C(C(=O)C(=C(C5=N4)C(=O)NC6C(OC(=O)C(N(C(=O)CN(C(=O)C7CCCN7C(=O)C(NC6=O)C(C)C)C)C)C(C)C)C)N)C. Cell line: 786-0. Synergy scores: CSS=31.0, Synergy_ZIP=14.5, Synergy_Bliss=19.5, Synergy_Loewe=14.8, Synergy_HSA=18.0.